Dataset: Reaction yield outcomes from USPTO patents with 853,638 reactions. Task: Predict the reaction yield, written as a fraction of the theoretical maximum amount of product (1.0 means a 100% yield; for example, 0.34 means a 34% yield). (1) The reactants are Cl.[CH3:2][O:3][C:4]1[CH:5]=[C:6]([NH:10][CH:11]([C:24]2[CH:29]=[CH:28][CH:27]=[CH:26][CH:25]=2)[C:12]([C:14]2[C:18]3[CH2:19][NH:20][CH2:21][CH2:22][C:17]=3[N:16]([CH3:23])[N:15]=2)=[O:13])[CH:7]=[CH:8][CH:9]=1.[CH2:30](N(CC)CC)C.C=O.C(O[BH-](OC(=O)C)OC(=O)C)(=O)C.[Na+]. The catalyst is C1COCC1.C(O)(=O)C. The product is [CH3:23][N:16]1[C:17]2[CH2:22][CH2:21][N:20]([CH3:30])[CH2:19][C:18]=2[C:14]([C:12](=[O:13])[CH:11]([NH:10][C:6]2[CH:7]=[CH:8][CH:9]=[C:4]([O:3][CH3:2])[CH:5]=2)[C:24]2[CH:29]=[CH:28][CH:27]=[CH:26][CH:25]=2)=[N:15]1. The yield is 0.350. (2) The reactants are [CH3:1][O:2][C:3]1[CH:4]=[C:5]2[C:10](=[CH:11][CH:12]=1)[CH:9]([CH2:13][C:14]1[CH:19]=[CH:18][C:17]([O:20][CH2:21][C:22]3[CH:27]=[CH:26][CH:25]=[CH:24][CH:23]=3)=[CH:16][CH:15]=1)[NH:8][CH2:7][CH2:6]2.[C:28]1(=O)[CH2:33][CH2:32][CH2:31][CH2:30][CH2:29]1. No catalyst specified. The product is [CH:28]1([N:8]2[CH2:7][CH2:6][C:5]3[C:10](=[CH:11][CH:12]=[C:3]([O:2][CH3:1])[CH:4]=3)[CH:9]2[CH2:13][C:14]2[CH:19]=[CH:18][C:17]([O:20][CH2:21][C:22]3[CH:27]=[CH:26][CH:25]=[CH:24][CH:23]=3)=[CH:16][CH:15]=2)[CH2:33][CH2:32][CH2:31][CH2:30][CH2:29]1. The yield is 0.530. (3) The reactants are [O:1]1[CH2:5][CH2:4][O:3][CH:2]1[C:6]1[CH:7]=[C:8]([CH:12]=[CH:13][CH:14]=1)[C:9]([OH:11])=O.[NH2:15][C:16]1[S:17][CH:18]=[C:19]([C:26]2[CH:31]=[CH:30][CH:29]=[CH:28][CH:27]=2)[C:20]=1[C:21]([O:23][CH2:24][CH3:25])=[O:22].CCN(P1(N(C)CCCN1C)=NC(C)(C)C)CC.CN(C(ON1N=NC2C=CC=CC1=2)=[N+](C)C)C.F[P-](F)(F)(F)(F)F. The catalyst is C(#N)C. The product is [O:3]1[CH2:4][CH2:5][O:1][CH:2]1[C:6]1[CH:7]=[C:8]([CH:12]=[CH:13][CH:14]=1)[C:9]([NH:15][C:16]1[S:17][CH:18]=[C:19]([C:26]2[CH:31]=[CH:30][CH:29]=[CH:28][CH:27]=2)[C:20]=1[C:21]([O:23][CH2:24][CH3:25])=[O:22])=[O:11]. The yield is 0.266.